Dataset: Full USPTO retrosynthesis dataset with 1.9M reactions from patents (1976-2016). Task: Predict the reactants needed to synthesize the given product. (1) Given the product [CH2:35]([C:33]1[CH:32]=[CH:31][C:30]([OH:42])=[C:29]([NH:28][C:4](=[O:6])[C:3]2[CH:7]=[CH:8][C:9]([CH:11]=[O:12])=[CH:10][C:2]=2[F:1])[CH:34]=1)[C:36]1[CH:37]=[CH:38][CH:39]=[CH:40][CH:41]=1, predict the reactants needed to synthesize it. The reactants are: [F:1][C:2]1[CH:10]=[C:9]([CH:11]=[O:12])[CH:8]=[CH:7][C:3]=1[C:4]([OH:6])=O.C(Cl)(=O)C(Cl)=O.C(N(CC)C(C)C)(C)C.[NH2:28][C:29]1[CH:34]=[C:33]([CH2:35][C:36]2[CH:41]=[CH:40][CH:39]=[CH:38][CH:37]=2)[CH:32]=[CH:31][C:30]=1[OH:42].Cl. (2) Given the product [C:1]1([C:7]2([C:14]3[CH:19]=[CH:18][CH:17]=[CH:16][CH:15]=3)[CH2:8][CH2:9][C:10](=[O:13])[CH2:11][CH2:12]2)[CH:2]=[CH:3][CH:4]=[CH:5][CH:6]=1, predict the reactants needed to synthesize it. The reactants are: [C:1]1([C:7]2([C:14]3[CH:19]=[CH:18][CH:17]=[CH:16][CH:15]=3)[CH2:12][CH2:11][C:10](=[O:13])[CH:9]=[CH:8]2)[CH:6]=[CH:5][CH:4]=[CH:3][CH:2]=1. (3) Given the product [CH:1]([C:4]1[CH:9]=[CH:8][CH:7]=[CH:6][C:5]=1[N:10]1[C:42]([C:41]2[CH:46]=[CH:47][CH:48]=[CH:49][C:40]=2[C:39]([F:38])([F:50])[F:51])([OH:45])[CH2:43][S:12]/[C:11]/1=[N:13]/[N:14]=[CH:15]\[C:16]1[CH:17]=[CH:18][C:19]([C:22]2[N:26]=[CH:25][N:24]([C:27]3[CH:28]=[CH:29][C:30]([O:33][C:34]([F:37])([F:35])[F:36])=[CH:31][CH:32]=3)[N:23]=2)=[CH:20][CH:21]=1)([CH3:3])[CH3:2], predict the reactants needed to synthesize it. The reactants are: [CH:1]([C:4]1[CH:9]=[CH:8][CH:7]=[CH:6][C:5]=1[NH:10][C:11]([NH:13]/[N:14]=[CH:15]/[C:16]1[CH:21]=[CH:20][C:19]([C:22]2[N:26]=[CH:25][N:24]([C:27]3[CH:32]=[CH:31][C:30]([O:33][C:34]([F:37])([F:36])[F:35])=[CH:29][CH:28]=3)[N:23]=2)=[CH:18][CH:17]=1)=[S:12])([CH3:3])[CH3:2].[F:38][C:39]([F:51])([F:50])[C:40]1[CH:49]=[CH:48][CH:47]=[CH:46][C:41]=1[C:42](=[O:45])[CH2:43]Br. (4) Given the product [OH:16][CH:15]([CH:7]1[S:6][C:5](=[O:8])[N:4]=[C:3]1[NH:2][CH3:1])[C:17]1[CH:35]=[CH:34][C:20]([O:21][C:22]2[C:31]3[C:26](=[CH:27][CH:28]=[CH:29][CH:30]=3)[C:25]([C:32]#[N:33])=[CH:24][CH:23]=2)=[C:19]([O:36][CH3:37])[CH:18]=1, predict the reactants needed to synthesize it. The reactants are: [CH3:1][NH:2][C:3]1[CH2:7][S:6][C:5](=[O:8])[N:4]=1.CC(C)([O-])C.[K+].[CH:15]([C:17]1[CH:35]=[CH:34][C:20]([O:21][C:22]2[C:31]3[C:26](=[CH:27][CH:28]=[CH:29][CH:30]=3)[C:25]([C:32]#[N:33])=[CH:24][CH:23]=2)=[C:19]([O:36][CH3:37])[CH:18]=1)=[O:16].[Cl-].[NH4+]. (5) Given the product [Br:1][C:2]1[CH:7]=[C:6]([CH2:13][OH:16])[C:5]([OH:8])=[C:4]([CH2:11][OH:9])[CH:3]=1, predict the reactants needed to synthesize it. The reactants are: [Br:1][C:2]1[CH:7]=[CH:6][C:5]([OH:8])=[CH:4][CH:3]=1.[OH-:9].[Na+].[CH2:11]=O.[C:13]([OH:16])(=O)C. (6) Given the product [C:27]([NH:31][S:32]([C:35]1[CH:36]=[CH:37][CH:38]=[C:39]([C:2]2[N:3]=[CH:4][N:5]([C:7]3[CH:12]=[C:11]([C:13]4[CH:14]=[CH:15][C:16]([C:19]([F:20])([F:22])[F:21])=[CH:17][CH:18]=4)[CH:10]=[C:9]([C:23]([F:26])([F:25])[F:24])[N:8]=3)[CH:6]=2)[CH:40]=1)(=[O:34])=[O:33])([CH3:30])([CH3:28])[CH3:29], predict the reactants needed to synthesize it. The reactants are: I[C:2]1[N:3]=[CH:4][N:5]([C:7]2[CH:12]=[C:11]([C:13]3[CH:18]=[CH:17][C:16]([C:19]([F:22])([F:21])[F:20])=[CH:15][CH:14]=3)[CH:10]=[C:9]([C:23]([F:26])([F:25])[F:24])[N:8]=2)[CH:6]=1.[C:27]([NH:31][S:32]([C:35]1[CH:36]=[C:37](B(O)O)[CH:38]=[CH:39][CH:40]=1)(=[O:34])=[O:33])([CH3:30])([CH3:29])[CH3:28]. (7) Given the product [NH2:29][C:11]1[CH:10]=[C:9]([Br:8])[CH:14]=[CH:13][C:12]=1[C:15]([NH:17][C@@H:18]([CH:23]1[CH2:28][CH2:27][CH2:26][CH2:25][CH2:24]1)[C:19]([O:21][CH3:22])=[O:20])=[O:16], predict the reactants needed to synthesize it. The reactants are: O.O.[Sn](Cl)(Cl)(Cl)Cl.[Br:8][C:9]1[CH:14]=[CH:13][C:12]([C:15]([NH:17][C@@H:18]([CH:23]2[CH2:28][CH2:27][CH2:26][CH2:25][CH2:24]2)[C:19]([O:21][CH3:22])=[O:20])=[O:16])=[C:11]([N+:29]([O-])=O)[CH:10]=1. (8) Given the product [CH:25]1([C:31]2[O:32][C:33]([CH3:49])=[C:34]([CH2:36][CH2:37][O:38][C:10]3[CH:9]=[CH:8][C:7]([CH2:6][C:5]([O:15][C:16]4[CH:21]=[CH:20][C:19]([CH3:22])=[C:18]([CH3:23])[CH:17]=4)([CH3:14])[C:4]([OH:24])=[O:3])=[CH:12][CH:11]=3)[N:35]=2)[CH2:26][CH2:27][CH2:28][CH2:29][CH2:30]1, predict the reactants needed to synthesize it. The reactants are: C([O:3][C:4](=[O:24])[C:5]([O:15][C:16]1[CH:21]=[CH:20][C:19]([CH3:22])=[C:18]([CH3:23])[CH:17]=1)([CH3:14])[CH2:6][C:7]1[CH:12]=[CH:11][C:10](O)=[CH:9][CH:8]=1)C.[CH:25]1([C:31]2[O:32][C:33]([CH3:49])=[C:34]([CH2:36][CH2:37][O:38]S(C3C=CC(C)=CC=3)(=O)=O)[N:35]=2)[CH2:30][CH2:29][CH2:28][CH2:27][CH2:26]1. (9) Given the product [N:3]1[CH:4]=[CH:5][C:6]([C:8]([N:10]2[CH2:15][C@@H:14]([C:16]3[N:20]=[C:19]([C:21]4[NH:22][CH:23]=[C:24]([Cl:26])[CH:25]=4)[O:18][N:17]=3)[CH2:13][CH2:12][C@H:11]2[CH3:27])=[O:9])=[CH:7][C:2]=1[C:37]1[CH:38]=[CH:39][N:34]=[CH:35][CH:36]=1, predict the reactants needed to synthesize it. The reactants are: Br[C:2]1[CH:7]=[C:6]([C:8]([N:10]2[CH2:15][C@@H:14]([C:16]3[N:20]=[C:19]([C:21]4[NH:22][CH:23]=[C:24]([Cl:26])[CH:25]=4)[O:18][N:17]=3)[CH2:13][CH2:12][C@H:11]2[CH3:27])=[O:9])[CH:5]=[CH:4][N:3]=1.C(=O)([O-])[O-].[Cs+].[Cs+].[N:34]1[CH:39]=[CH:38][C:37](B2OC(C)(C)C(C)(C)O2)=[CH:36][CH:35]=1.